This data is from P-glycoprotein inhibition data for predicting drug efflux from Broccatelli et al.. The task is: Regression/Classification. Given a drug SMILES string, predict its absorption, distribution, metabolism, or excretion properties. Task type varies by dataset: regression for continuous measurements (e.g., permeability, clearance, half-life) or binary classification for categorical outcomes (e.g., BBB penetration, CYP inhibition). Dataset: pgp_broccatelli. (1) The compound is N#Cc1c2n(c3c(NS(=O)(=O)Cc4ccccc4)ncnc13)CCCC2. The result is 1 (inhibitor). (2) The molecule is N#Cc1c2n(c3c(N4CCN(CC(=O)c5ccccc5)CC4)ncnc13)CCCC2. The result is 1 (inhibitor).